Task: Regression. Given two drug SMILES strings and cell line genomic features, predict the synergy score measuring deviation from expected non-interaction effect.. Dataset: NCI-60 drug combinations with 297,098 pairs across 59 cell lines (1) Synergy scores: CSS=15.7, Synergy_ZIP=-7.22, Synergy_Bliss=0.938, Synergy_Loewe=2.23, Synergy_HSA=3.05. Drug 2: C1CN1C2=NC(=NC(=N2)N3CC3)N4CC4. Cell line: SK-MEL-28. Drug 1: CC1=C(C(=CC=C1)Cl)NC(=O)C2=CN=C(S2)NC3=CC(=NC(=N3)C)N4CCN(CC4)CCO. (2) Drug 1: C1CN1C2=NC(=NC(=N2)N3CC3)N4CC4. Drug 2: CCN(CC)CCCC(C)NC1=C2C=C(C=CC2=NC3=C1C=CC(=C3)Cl)OC. Cell line: MCF7. Synergy scores: CSS=22.4, Synergy_ZIP=-8.29, Synergy_Bliss=-4.17, Synergy_Loewe=-2.75, Synergy_HSA=-0.601. (3) Drug 1: C1CC(C1)(C(=O)O)C(=O)O.[NH2-].[NH2-].[Pt+2]. Drug 2: CC1=C(C=C(C=C1)C(=O)NC2=CC(=CC(=C2)C(F)(F)F)N3C=C(N=C3)C)NC4=NC=CC(=N4)C5=CN=CC=C5. Cell line: SR. Synergy scores: CSS=-5.99, Synergy_ZIP=2.64, Synergy_Bliss=1.25, Synergy_Loewe=-7.60, Synergy_HSA=-6.48. (4) Synergy scores: CSS=36.4, Synergy_ZIP=-5.58, Synergy_Bliss=-5.51, Synergy_Loewe=-16.3, Synergy_HSA=-4.52. Cell line: NCI-H226. Drug 1: CCC1=CC2CC(C3=C(CN(C2)C1)C4=CC=CC=C4N3)(C5=C(C=C6C(=C5)C78CCN9C7C(C=CC9)(C(C(C8N6C)(C(=O)OC)O)OC(=O)C)CC)OC)C(=O)OC.C(C(C(=O)O)O)(C(=O)O)O. Drug 2: C1CCC(CC1)NC(=O)N(CCCl)N=O. (5) Drug 1: CC(CN1CC(=O)NC(=O)C1)N2CC(=O)NC(=O)C2. Drug 2: C1CN(CCN1C(=O)CCBr)C(=O)CCBr. Cell line: SK-OV-3. Synergy scores: CSS=10.3, Synergy_ZIP=-3.54, Synergy_Bliss=0.537, Synergy_Loewe=1.04, Synergy_HSA=1.20.